From a dataset of Forward reaction prediction with 1.9M reactions from USPTO patents (1976-2016). Predict the product of the given reaction. (1) Given the reactants [NH2:1][C:2]1[CH:3]=[C:4]([NH:9][C:10]([C:12]2[C:21](=[O:22])[C:20]3[C:15](=[CH:16][CH:17]=[CH:18][CH:19]=3)[NH:14][CH:13]=2)=[O:11])[CH:5]=[CH:6][C:7]=1[CH3:8].CCN(C(C)C)C(C)C.[C:32](Cl)(=[O:34])[CH3:33].N1CCCCC1, predict the reaction product. The product is: [C:32]([NH:1][C:2]1[CH:3]=[C:4]([NH:9][C:10]([C:12]2[C:21](=[O:22])[C:20]3[C:15](=[CH:16][CH:17]=[CH:18][CH:19]=3)[NH:14][CH:13]=2)=[O:11])[CH:5]=[CH:6][C:7]=1[CH3:8])(=[O:34])[CH3:33]. (2) Given the reactants [Cl:1][C:2]1[CH:7]=[CH:6][C:5]([CH:8]([C:22]2[CH:27]=[CH:26][C:25]([S:28]([CH3:31])(=[O:30])=[O:29])=[CH:24][CH:23]=2)[CH2:9][C:10]([C:12]2[CH:13]=[CH:14][C:15](=[O:21])[N:16]([CH2:18][CH2:19][OH:20])[CH:17]=2)=O)=[C:4]([CH3:32])[CH:3]=1.Cl.[NH2:34][OH:35].C(=O)([O-])O.[Na+], predict the reaction product. The product is: [Cl:1][C:2]1[CH:7]=[CH:6][C:5]([CH:8]([C:22]2[CH:27]=[CH:26][C:25]([S:28]([CH3:31])(=[O:30])=[O:29])=[CH:24][CH:23]=2)[CH2:9]/[C:10](/[C:12]2[CH:13]=[CH:14][C:15](=[O:21])[N:16]([CH2:18][CH2:19][OH:20])[CH:17]=2)=[N:34]\[OH:35])=[C:4]([CH3:32])[CH:3]=1.